Dataset: Merck oncology drug combination screen with 23,052 pairs across 39 cell lines. Task: Regression. Given two drug SMILES strings and cell line genomic features, predict the synergy score measuring deviation from expected non-interaction effect. (1) Drug 1: COc1cccc2c1C(=O)c1c(O)c3c(c(O)c1C2=O)CC(O)(C(=O)CO)CC3OC1CC(N)C(O)C(C)O1. Drug 2: O=C(NOCC(O)CO)c1ccc(F)c(F)c1Nc1ccc(I)cc1F. Cell line: A2780. Synergy scores: synergy=18.4. (2) Drug 1: CC1(c2nc3c(C(N)=O)cccc3[nH]2)CCCN1. Drug 2: CCc1c2c(nc3ccc(O)cc13)-c1cc3c(c(=O)n1C2)COC(=O)C3(O)CC. Cell line: HT144. Synergy scores: synergy=8.15. (3) Cell line: HCT116. Synergy scores: synergy=13.3. Drug 1: O=C(CCCCCCC(=O)Nc1ccccc1)NO. Drug 2: C=CCn1c(=O)c2cnc(Nc3ccc(N4CCN(C)CC4)cc3)nc2n1-c1cccc(C(C)(C)O)n1. (4) Drug 1: CN1C(=O)C=CC2(C)C3CCC4(C)C(NC(=O)OCC(F)(F)F)CCC4C3CCC12. Drug 2: CC(C)CC(NC(=O)C(Cc1ccccc1)NC(=O)c1cnccn1)B(O)O. Cell line: LOVO. Synergy scores: synergy=11.0. (5) Drug 1: C#Cc1cccc(Nc2ncnc3cc(OCCOC)c(OCCOC)cc23)c1. Drug 2: COC1=C2CC(C)CC(OC)C(O)C(C)C=C(C)C(OC(N)=O)C(OC)C=CC=C(C)C(=O)NC(=CC1=O)C2=O. Cell line: SKMES1. Synergy scores: synergy=22.3.